Dataset: Antibody developability classification from SAbDab with 2,409 antibodies. Task: Regression/Classification. Given an antibody's heavy chain and light chain sequences, predict its developability. TAP uses regression for 5 developability metrics; SAbDab uses binary classification. (1) Result: 1 (developable). The antibody is ['QVQLQQSGSELMKPGASVQISCKATGYTFSDYWIEWVKQRPGHGLEWIGDILCGTGRTRYNEKLKAMATFTADTSSNTAFMQLSSLTSEDSAVYYCARSASYGDYADYWGHGTTLTVSS', 'DIVMTQSHKFMSTSVGDRVSITCKASQDVSTAVAWYQQKPGQSPKLLISWASTRHTGVPDRFTGSGSGTDYTLTISSVQAEDLALYYCQQHYTTPLTFGAGTKLELK']. (2) The antibody is ['EVQLVQSGAEVKKPGSSVKVSCKASGGTVIDYPITWVRQAPGQGLEWVGGFVPLFRTSNYGQKFQGRVTITADKSTSTASMELNSLTSEDTAIYYCARGDTAMGPFDYWGQGTLVTVSS', 'SYVLTQPPSLSVAPGKTATLTCGGNNIAGKTVHWYQQRPGQAPVLVISYDSDRPSGIPERFSGSNSANTATLTISRVEAGDEADYYCQVWDRNSDHWVFGGGTKLTVL']. Result: 0 (not developable). (3) The antibody is ['EVQLVQSGTEVKKPGESLKISCKGSGYTVTSYWIGWVRQMPGKGLEWMGFIYPGDSETRYSPTFQGQVTISADKSFNTAFLQWSSLKASDTAMYYCARVGSGWYPYTFDIWGQGTMVTVSS', 'EIVMTQSPATLSVSPGERATLSCRASESISSNLAWYQQKPGQAPRLFIYTASTRATDIPARFSGSGSGTEFTLTISSLQSEDFAVYYCQQYNNWPSITFGQGTRLEIK']. Result: 0 (not developable). (4) The antibody is ['EVYLVESGGDLVQPGSSLKVSCAASGFTFSDFWMYWVRQAPGKGLEWVGRIKNIPNNYATEYADSVRGRFTISRDDSRNSIYLQMNRLRVDDTAIYYCTRAGRFDHFDYWGQGTMVTVSS', 'YELIQPSSASVTVGETVKITCSGDQLPKNFAYWFQQKSDKNILLLIYMDNKRPSGIPERFSGSTSGTTATLTISGAQPEDEAAYYCLSSYGDNNDLVFGSGTQLTVL']. Result: 0 (not developable). (5) The antibody is ['EVQLVQSGSELKKPGASVKVSCKTSGYTFTTYAMNWVRQAPGQGLEWMGWINTNTGNPTYAPGFTGRFVFSFDTSVSTAYLQISSLKAEDTAVYYCARVYSYGVPFDYWGQGTLVTVSS', 'QSVLTQPASVSGSPGQSITISCTATSSNVGSFNLVSWYQHHPGKAPKLIIHEVSKRPSGASNRFSGSKSGNTASLTISGLQAEDEADYYCCSYVGSDTWVFGGGTKLTVL']. Result: 0 (not developable). (6) The antibody is ['EVQLLESGGGLVQPGGSLRLSCATSGFTFTDYYMNWVRQAPGKGLEWLGFIGNKANGYTTEYSASVKGRFTISRDKSKSTLYLQMNTLQAEDSAIYYCTRDRGLRFYFDYWGQGTLVTVSS', 'QTVLTQSPSSLSVSVGDRVTITCRASSSVTYIHWYQQKPGLAPKSLIYATSNLASGVPSRFSGSGSGTDYTFTISSLQPEDIATYYCQHWSSKPPTFGQGTKVEVK']. Result: 0 (not developable). (7) The antibody is ['EVQLLESGPGLVKPSETLSLTCTVSGGSISDFYWSWLRQSPGKGLEWIGYAHSRVSAYYNPSLKSRVTISVDTSKNQISLRLSAVTAADTALYYCARQGTGTTGVSEDSFDLWGQGTKVIVSL', 'ELQMTQSPSSLSASVGDRVTITCRASQDISIRLNWYQQKPGKAPKLLIYDASTLESGVPSRFSGSGSGTDFTLTISSLQPEDFATYYCQQFNSYPLTFGGGTKVEIK']. Result: 0 (not developable). (8) The antibody is ['EVQLVESGGGLVQPGGSLRLSCAASGFNIKDTYIHWVRQAPGKGLEWVARIYPTNGYTRYADSVKGRFTISADTSKNTAYLQMNSLRAEDTAVYYCSRWGGDGFYAMDVWGQGTLVTVSS', 'DIQMTQSPSSLSASVGDRVTITCRASQDVNTAVAWYQQKPGKAPKLLIYSADFLYSGVPSRFSGSRSGTDFTLTISSLQPEDFATYYCQQHYTTPPTFGQGTKVEIK']. Result: 0 (not developable). (9) The antibody is ['EVQLVQSGAEVKKPGESLKISCKGSGYRFPSSWIGWVRQVPGKGLEWMGIIYPGDGETRYRASFQGQVTISADQSSNTAYLQWSSLKASDTAMYYCARHGRGVREVINAFDIWGQGTMVTVSS', 'SYELTQPPSVSVAPGTTATITCGGVDIGSTLVHWYQQRPGQAPLLVIYDDSDRPSGIPERFSGSNSGNMATLTISRVEAGDEADYYCQVWHSTSAVIFGGGTKLTVL']. Result: 0 (not developable).